This data is from Reaction yield outcomes from USPTO patents with 853,638 reactions. The task is: Predict the reaction yield, written as a fraction of the theoretical maximum amount of product (1.0 means a 100% yield; for example, 0.34 means a 34% yield). (1) The yield is 0.510. The product is [Cl:1][C:2]1[CH:3]=[C:4]2[C:9](=[CH:10][CH:11]=1)[O:8][C:7](=[O:12])[CH:6]=[C:5]2[O:13][S:21]([C:24]([F:27])([F:26])[F:25])(=[O:23])=[O:22]. The catalyst is ClCCl. The reactants are [Cl:1][C:2]1[CH:3]=[C:4]2[C:9](=[CH:10][CH:11]=1)[O:8][C:7](=[O:12])[CH:6]=[C:5]2[OH:13].C(N(CC)CC)C.[S:21](O[S:21]([C:24]([F:27])([F:26])[F:25])(=[O:23])=[O:22])([C:24]([F:27])([F:26])[F:25])(=[O:23])=[O:22]. (2) The reactants are CC(C)([O-])C.[Na+].Cl[C:8]1[CH:21]=[CH:20][C:19]([F:22])=[CH:18][C:9]=1[NH:10][C:11]1[CH:16]=[CH:15][C:14]([F:17])=[CH:13][CH:12]=1.F[B-](F)(F)F.C([PH+](C(C)(C)C)C(C)(C)C)(C)(C)C.Cl. The catalyst is C([O-])(=O)C.C([O-])(=O)C.[Pd+2].O1CCOCC1. The product is [F:22][C:19]1[CH:20]=[CH:21][C:8]2[C:16]3[C:11](=[CH:12][CH:13]=[C:14]([F:17])[CH:15]=3)[NH:10][C:9]=2[CH:18]=1. The yield is 0.170. (3) The reactants are C1C=CC(P(C2C=CC=CC=2)C2C=CC=CC=2)=CC=1.[C:20]([O:24][C:25](=[O:40])[NH:26][C@@H:27]1[C:33](=[O:34])[NH:32][C:31]2[CH:35]=[C:36]([OH:39])[CH:37]=[CH:38][C:30]=2[CH2:29][CH2:28]1)([CH3:23])([CH3:22])[CH3:21].[N:41]1([CH2:46][CH2:47]O)[CH2:45][CH2:44][CH2:43][CH2:42]1.N(C(OC(C)(C)C)=O)=NC(OC(C)(C)C)=O. The catalyst is C1COCC1. The product is [C:20]([O:24][C:25](=[O:40])[NH:26][C@@H:27]1[C:33](=[O:34])[NH:32][C:31]2[CH:35]=[C:36]([O:39][CH2:47][CH2:46][N:41]3[CH2:45][CH2:44][CH2:43][CH2:42]3)[CH:37]=[CH:38][C:30]=2[CH2:29][CH2:28]1)([CH3:23])([CH3:21])[CH3:22]. The yield is 0.460. (4) The yield is 0.910. The reactants are [Br:1][C:2]1[CH:10]=[C:9]2[C:5]([C:6]([CH3:11])=[N:7][NH:8]2)=[CH:4][CH:3]=1.[C:12]1([CH3:22])[CH:17]=[CH:16][C:15]([S:18](Cl)(=[O:20])=[O:19])=[CH:14][CH:13]=1.[H-].[Na+]. The catalyst is O1CCOCC1. The product is [Br:1][C:2]1[CH:10]=[C:9]2[C:5]([C:6]([CH3:11])=[N:7][N:8]2[S:18]([C:15]2[CH:16]=[CH:17][C:12]([CH3:22])=[CH:13][CH:14]=2)(=[O:20])=[O:19])=[CH:4][CH:3]=1. (5) The reactants are [Br:1][C:2]1[CH:3]=[N:4][C:5](Cl)=[N:6][CH:7]=1.[OH:9][C:10]1[CH:11]=[C:12]([CH:16]2[CH2:19][C:18]3([CH2:24][CH2:23][N:22]([C:25](OC(C)(C)C)=[O:26])[CH2:21][CH2:20]3)[CH2:17]2)[CH:13]=[CH:14][CH:15]=1.C(=O)([O-])[O-].[Cs+].[Cs+].Cl.[N:39]1[CH:44]=[CH:43][CH:42]=[C:41]([NH:45]C(=O)OC2C=CC=CC=2)[N:40]=1.CCN(C(C)C)C(C)C. The catalyst is CN(C=O)C.C(Cl)Cl.O1CCOCC1.C(#N)C. The product is [Br:1][C:2]1[CH:3]=[N:4][C:5]([O:9][C:10]2[CH:11]=[C:12]([CH:16]3[CH2:17][C:18]4([CH2:20][CH2:21][N:22]([C:25]([NH:45][C:41]5[N:40]=[N:39][CH:44]=[CH:43][CH:42]=5)=[O:26])[CH2:23][CH2:24]4)[CH2:19]3)[CH:13]=[CH:14][CH:15]=2)=[N:6][CH:7]=1. The yield is 0.740. (6) The reactants are C[Mg]Cl.CON(C)[C:7]([C@@H:9]1[CH2:13][S:12][C:11](=[O:14])[N:10]1[CH2:15][C:16]1[CH:21]=[CH:20][C:19]([O:22][CH3:23])=[CH:18][CH:17]=1)=[O:8].[C:25](O)(=O)CC(CC(O)=O)(C(O)=O)O. The catalyst is C1COCC1.O. The product is [C:7]([C@@H:9]1[CH2:13][S:12][C:11](=[O:14])[N:10]1[CH2:15][C:16]1[CH:17]=[CH:18][C:19]([O:22][CH3:23])=[CH:20][CH:21]=1)(=[O:8])[CH3:25]. The yield is 0.800. (7) The reactants are [Cl:1][C:2]1[C:10]([F:11])=[CH:9][CH:8]=[C:7]([F:12])[C:3]=1[CH:4]=[N:5][OH:6].[CH2:13]1C(=O)N(Cl)[C:15](=[O:16])[CH2:14]1.C(O)C#C.CCN(CC)CC. The catalyst is CN(C=O)C.O.N1C=CC=CC=1. The product is [Cl:1][C:2]1[C:10]([F:11])=[CH:9][CH:8]=[C:7]([F:12])[C:3]=1[C:4]1[CH:13]=[C:14]([CH2:15][OH:16])[O:6][N:5]=1. The yield is 0.780. (8) The reactants are [Br:1][C:2]1[C:3]([F:29])=[CH:4][C:5]2[CH:11]3[CH2:12][CH:9]([CH2:10]3)[N:8]3[C:13]([CH:20]([OH:27])[C:21]4[N:25]([CH3:26])[CH:24]=[N:23][CH:22]=4)=[C:14]([C:16]([O:18]C)=O)[N:15]=[C:7]3[C:6]=2[CH:28]=1.C[O-].[Na+].C([NH2:35])=O. No catalyst specified. The product is [Br:1][C:2]1[C:3]([F:29])=[CH:4][C:5]2[CH:11]3[CH2:12][CH:9]([CH2:10]3)[N:8]3[C:13]([CH:20]([OH:27])[C:21]4[N:25]([CH3:26])[CH:24]=[N:23][CH:22]=4)=[C:14]([C:16]([NH2:35])=[O:18])[N:15]=[C:7]3[C:6]=2[CH:28]=1. The yield is 0.660.